Dataset: Catalyst prediction with 721,799 reactions and 888 catalyst types from USPTO. Task: Predict which catalyst facilitates the given reaction. (1) Reactant: [C:1]([N:4]1[CH2:9][CH2:8][N:7]([C:10]2[CH:15]=[CH:14][C:13]([NH:16][C:17]3[N:22]=[C:21]([NH:23][CH2:24][CH:25]4[CH2:30][CH2:29][NH:28][CH2:27][CH2:26]4)[C:20]([C:31]([NH2:33])=[O:32])=[CH:19][N:18]=3)=[CH:12][CH:11]=2)[CH2:6][CH2:5]1)(=[O:3])[CH3:2].C(N(CC)CC)C.[C:41](OC(=O)C)(=[O:43])[CH3:42]. Product: [C:1]([N:4]1[CH2:5][CH2:6][N:7]([C:10]2[CH:11]=[CH:12][C:13]([NH:16][C:17]3[N:22]=[C:21]([NH:23][CH2:24][CH:25]4[CH2:30][CH2:29][N:28]([C:41](=[O:43])[CH3:42])[CH2:27][CH2:26]4)[C:20]([C:31]([NH2:33])=[O:32])=[CH:19][N:18]=3)=[CH:14][CH:15]=2)[CH2:8][CH2:9]1)(=[O:3])[CH3:2]. The catalyst class is: 10. (2) Reactant: Br[CH2:2][C:3]1[CH:11]=[C:10]([O:12][CH3:13])[CH:9]=[CH:8][C:4]=1[C:5]([OH:7])=[O:6].C1(P(C2C=CC=CC=2)C2C=CC=CC=2)C=CC=CC=1.[Cl:33][C:34]1[CH:35]=[C:36]([CH:39]=[CH:40][CH:41]=1)[CH:37]=O.C[O-].[Na+]. Product: [Cl:33][C:34]1[CH:35]=[C:36]([CH:37]=[CH:2][C:3]2[CH:11]=[C:10]([O:12][CH3:13])[CH:9]=[CH:8][C:4]=2[C:5]([OH:7])=[O:6])[CH:39]=[CH:40][CH:41]=1. The catalyst class is: 5.